From a dataset of Peptide-MHC class I binding affinity with 185,985 pairs from IEDB/IMGT. Regression. Given a peptide amino acid sequence and an MHC pseudo amino acid sequence, predict their binding affinity value. This is MHC class I binding data. (1) The peptide sequence is SLNLAKEAV. The MHC is HLA-A31:01 with pseudo-sequence HLA-A31:01. The binding affinity (normalized) is 0.0847. (2) The peptide sequence is SLYKYLLLR. The MHC is HLA-A02:03 with pseudo-sequence HLA-A02:03. The binding affinity (normalized) is 0.417. (3) The peptide sequence is KIWMAPSLT. The MHC is HLA-A02:01 with pseudo-sequence HLA-A02:01. The binding affinity (normalized) is 0.668. (4) The MHC is HLA-B18:01 with pseudo-sequence HLA-B18:01. The binding affinity (normalized) is 0. The peptide sequence is WTLVVLLI. (5) The peptide sequence is SSYGVLPPL. The MHC is BoLA-AW10 with pseudo-sequence BoLA-AW10. The binding affinity (normalized) is 0.0641. (6) The peptide sequence is SMLCWLGMT. The MHC is HLA-A26:01 with pseudo-sequence HLA-A26:01. The binding affinity (normalized) is 0.0847. (7) The peptide sequence is VTRQIHNPR. The MHC is HLA-A24:03 with pseudo-sequence HLA-A24:03. The binding affinity (normalized) is 0.0847. (8) The peptide sequence is RELYYRLKF. The MHC is HLA-A02:06 with pseudo-sequence HLA-A02:06. The binding affinity (normalized) is 0.738. (9) The peptide sequence is RTKLMSNIK. The MHC is HLA-A33:01 with pseudo-sequence HLA-A33:01. The binding affinity (normalized) is 0. (10) The peptide sequence is ATSRTLSYYK. The MHC is Patr-A0101 with pseudo-sequence Patr-A0101. The binding affinity (normalized) is 0.355.